Dataset: Peptide-MHC class I binding affinity with 185,985 pairs from IEDB/IMGT. Task: Regression. Given a peptide amino acid sequence and an MHC pseudo amino acid sequence, predict their binding affinity value. This is MHC class I binding data. (1) The peptide sequence is NIRQAGVQY. The MHC is HLA-B15:01 with pseudo-sequence HLA-B15:01. The binding affinity (normalized) is 0.755. (2) The peptide sequence is ILMDSIFVST. The MHC is HLA-B51:01 with pseudo-sequence HLA-B51:01. The binding affinity (normalized) is 0.109. (3) The peptide sequence is RASHFRKLF. The MHC is HLA-B46:01 with pseudo-sequence HLA-B46:01. The binding affinity (normalized) is 0.0847. (4) The peptide sequence is KMVAWWAGIEH. The MHC is Mamu-B03 with pseudo-sequence Mamu-B03. The binding affinity (normalized) is 0.0985.